Dataset: Catalyst prediction with 721,799 reactions and 888 catalyst types from USPTO. Task: Predict which catalyst facilitates the given reaction. (1) Reactant: [C:1]([O:5][C:6]([NH:8][C@@H:9]([CH2:20][C:21]1[CH:26]=[CH:25][C:24]([O:27]CC2C=CC=CC=2)=[C:23]([O:35]CC2C=CC=CC=2)[CH:22]=1)[C:10]([O:12][C@H:13]([CH3:19])[CH2:14][O:15][C:16](=[O:18])[CH3:17])=[O:11])=[O:7])([CH3:4])([CH3:3])[CH3:2].[H][H]. Product: [OH:35][C:23]1[CH:22]=[C:21]([CH2:20][C@H:9]([NH:8][C:6]([O:5][C:1]([CH3:2])([CH3:4])[CH3:3])=[O:7])[C:10]([O:12][C@H:13]([CH3:19])[CH2:14][O:15][C:16](=[O:18])[CH3:17])=[O:11])[CH:26]=[CH:25][C:24]=1[OH:27]. The catalyst class is: 19. (2) Reactant: I[C:2]1[CH:25]=[CH:24][C:5]2[NH:6][C:7]([N:9]3[CH2:14][CH2:13][C:12]4([C:22]5[C:17](=[CH:18][CH:19]=[CH:20][CH:21]=5)[C:16](=[O:23])[O:15]4)[CH2:11][CH2:10]3)=[N:8][C:4]=2[CH:3]=1.[N:26]1[CH:31]=[CH:30][CH:29]=[C:28](B(O)O)[CH:27]=1.C(=O)([O-])[O-].[Na+].[Na+]. Product: [N:26]1[CH:31]=[CH:30][CH:29]=[C:28]([C:2]2[CH:25]=[CH:24][C:5]3[NH:6][C:7]([N:9]4[CH2:14][CH2:13][C:12]5([C:22]6[C:17](=[CH:18][CH:19]=[CH:20][CH:21]=6)[C:16](=[O:23])[O:15]5)[CH2:11][CH2:10]4)=[N:8][C:4]=3[CH:3]=2)[CH:27]=1. The catalyst class is: 57. (3) Reactant: [N:1]1[CH:6]=[CH:5][CH:4]=[C:3]([OH:7])[C:2]=1[OH:8].[OH-].[K+].[CH2:11](Br)[C:12]1[CH:17]=[CH:16][CH:15]=[CH:14][CH:13]=1. Product: [CH2:11]([O:7][C:3]1[C:2]([OH:8])=[N:1][CH:6]=[CH:5][CH:4]=1)[C:12]1[CH:17]=[CH:16][CH:15]=[CH:14][CH:13]=1. The catalyst class is: 5. (4) Reactant: [Cl:1][C:2]1[CH:7]=[C:6]([CH2:8][NH:9][C:10]([C@@H:12]2[CH2:16][C@@H:15]([F:17])[CH2:14][N:13]2C(OC(C)(C)C)=O)=[O:11])[CH:5]=[C:4]([C:25]2[CH:26]=[N:27][C:28]([C:31]([F:34])([F:33])[F:32])=[CH:29][CH:30]=2)[N:3]=1.Cl. Product: [ClH:1].[Cl:1][C:2]1[N:3]=[C:4]([C:25]2[CH:26]=[N:27][C:28]([C:31]([F:34])([F:32])[F:33])=[CH:29][CH:30]=2)[CH:5]=[C:6]([CH2:8][NH:9][C:10]([C@@H:12]2[CH2:16][C@@H:15]([F:17])[CH2:14][NH:13]2)=[O:11])[CH:7]=1. The catalyst class is: 258. (5) Reactant: [C:1]([C:3]1(C(O)=O)[CH:5]([C:6]2[CH:11]=[CH:10][CH:9]=[CH:8][CH:7]=2)[C:4]1([CH3:13])[CH3:12])#[N:2].[Li+].[Cl-].C([O-])(O)=O.[Na+].O. Product: [CH3:12][C:4]1([CH3:13])[CH:5]([C:6]2[CH:11]=[CH:10][CH:9]=[CH:8][CH:7]=2)[CH:3]1[C:1]#[N:2]. The catalyst class is: 550. (6) Reactant: [CH3:1][C:2]1([CH2:18][C:19]([O:21][CH3:22])=[O:20])[C:10]2[C:5](=[CH:6][CH:7]=[CH:8][CH:9]=2)[N:4]([CH:11]2[CH2:16][CH2:15][NH:14][CH2:13][CH2:12]2)[C:3]1=[O:17].[CH:23](=O)[C:24]1[CH:29]=[CH:28][CH:27]=[CH:26][CH:25]=1.C(O[BH-](OC(=O)C)OC(=O)C)(=O)C.[Na+]. Product: [CH2:23]([N:14]1[CH2:13][CH2:12][CH:11]([N:4]2[C:5]3[C:10](=[CH:9][CH:8]=[CH:7][CH:6]=3)[C:2]([CH2:18][C:19]([O:21][CH3:22])=[O:20])([CH3:1])[C:3]2=[O:17])[CH2:16][CH2:15]1)[C:24]1[CH:29]=[CH:28][CH:27]=[CH:26][CH:25]=1. The catalyst class is: 411.